Dataset: Forward reaction prediction with 1.9M reactions from USPTO patents (1976-2016). Task: Predict the product of the given reaction. Given the reactants [Cl:1][C:2]1[N:7]=[C:6]([N:8]2[CH2:13][CH:12]([CH3:14])[NH:11][CH:10]([CH3:15])[CH2:9]2)[N:5]=[C:4]([CH:16]([O:18]C)[CH3:17])[N:3]=1.B(Br)(Br)Br.O, predict the reaction product. The product is: [Cl:1][C:2]1[N:7]=[C:6]([N:8]2[CH2:9][CH:10]([CH3:15])[NH:11][CH:12]([CH3:14])[CH2:13]2)[N:5]=[C:4]([CH:16]([OH:18])[CH3:17])[N:3]=1.